This data is from Forward reaction prediction with 1.9M reactions from USPTO patents (1976-2016). The task is: Predict the product of the given reaction. (1) Given the reactants [N:1]1[C:10]2[C:5](=[CH:6][CH:7]=[CH:8][C:9]=2C(O)=O)[CH:4]=[CH:3][CH:2]=1.C([N:16]([CH2:19]C)CC)C.C1(P(N=[N+]=[N-])(C2C=CC=CC=2)=[O:28])C=CC=CC=1.[C:38]1([C:44]2([C:54]3[CH:59]=[CH:58][CH:57]=[CH:56][CH:55]=3)[CH:48]3[CH2:49][NH:50][CH2:51][CH2:52][N:47]3[C:46](=[O:53])[O:45]2)[CH:43]=[CH:42][CH:41]=[CH:40][CH:39]=1, predict the reaction product. The product is: [O:53]=[C:46]1[N:47]2[CH2:52][CH2:51][N:50]([C:19]([NH:16][C:9]3[CH:8]=[CH:7][CH:6]=[C:5]4[C:10]=3[N:1]=[CH:2][CH:3]=[CH:4]4)=[O:28])[CH2:49][CH:48]2[C:44]([C:38]2[CH:43]=[CH:42][CH:41]=[CH:40][CH:39]=2)([C:54]2[CH:55]=[CH:56][CH:57]=[CH:58][CH:59]=2)[O:45]1. (2) Given the reactants FC1C=C([C@@H](NCCC2(O)CCC3(OCC(C)(C)CO3)CC2)C)C=CC=1F.ClC(Cl)(OC(=O)OC(Cl)(Cl)Cl)Cl.[F:40][C:41]1[CH:42]=[C:43]([C@@H:48]([N:50]2[CH2:55][CH2:54][C:53]3([CH2:67][CH2:66][C:58]4(OCC(C)(C)C[O:59]4)[CH2:57][CH2:56]3)[O:52][C:51]2=[O:68])[CH3:49])[CH:44]=[CH:45][C:46]=1[F:47], predict the reaction product. The product is: [F:40][C:41]1[CH:42]=[C:43]([C@@H:48]([N:50]2[CH2:55][CH2:54][C:53]3([CH2:67][CH2:66][C:58](=[O:59])[CH2:57][CH2:56]3)[O:52][C:51]2=[O:68])[CH3:49])[CH:44]=[CH:45][C:46]=1[F:47]. (3) Given the reactants [Cl:1][C:2]1[C:9]([CH3:10])=[C:8]([CH2:11]O)[CH:7]=[CH:6][C:3]=1[C:4]#[N:5].P(Br)(Br)[Br:14], predict the reaction product. The product is: [Br:14][CH2:11][C:8]1[CH:7]=[CH:6][C:3]([C:4]#[N:5])=[C:2]([Cl:1])[C:9]=1[CH3:10]. (4) Given the reactants [Cl:1]N1C(=O)CCC1=O.[Br:9][C:10]1[CH:15]=[CH:14][C:13]([NH2:16])=[C:12]([C:17]([CH3:20])([CH3:19])[CH3:18])[CH:11]=1.[Cl-].[Na+], predict the reaction product. The product is: [Br:9][C:10]1[CH:15]=[C:14]([Cl:1])[C:13]([NH2:16])=[C:12]([C:17]([CH3:20])([CH3:19])[CH3:18])[CH:11]=1. (5) Given the reactants Br[C:2]1[CH:3]=[C:4]([C:8]2[N:13]=[C:12]([C:14]3[CH:19]=[CH:18][C:17]([C:20]([F:23])([F:22])[F:21])=[C:16]([CH3:24])[CH:15]=3)[CH:11]=[C:10]([C:25]([F:28])([F:27])[F:26])[N:9]=2)[CH:5]=[CH:6][CH:7]=1.[NH2:29][C:30]1[CH:35]=[CH:34][C:33](B2OC(C)(C)C(C)(C)O2)=[CH:32][N:31]=1, predict the reaction product. The product is: [CH3:24][C:16]1[CH:15]=[C:14]([C:12]2[CH:11]=[C:10]([C:25]([F:28])([F:27])[F:26])[N:9]=[C:8]([C:4]3[CH:3]=[C:2]([C:33]4[CH:34]=[CH:35][C:30]([NH2:29])=[N:31][CH:32]=4)[CH:7]=[CH:6][CH:5]=3)[N:13]=2)[CH:19]=[CH:18][C:17]=1[C:20]([F:23])([F:22])[F:21]. (6) Given the reactants [Br:1][C:2]1[N:3]=[C:4]([C:14]([CH3:17])([CH3:16])[CH3:15])[NH:5][C:6]=1[C:7]1[CH:12]=[CH:11][N:10]=[C:9](Cl)[N:8]=1.[C:18]([O:22][C:23](=[O:29])[NH:24][C@@H:25]([CH3:28])[CH2:26][NH2:27])([CH3:21])([CH3:20])[CH3:19].C(N(C(C)C)CC)(C)C, predict the reaction product. The product is: [Br:1][C:2]1[N:3]=[C:4]([C:14]([CH3:17])([CH3:16])[CH3:15])[NH:5][C:6]=1[C:7]1[CH:12]=[CH:11][N:10]=[C:9]([NH:27][CH2:26][C@@H:25]([NH:24][C:23](=[O:29])[O:22][C:18]([CH3:21])([CH3:20])[CH3:19])[CH3:28])[N:8]=1. (7) Given the reactants [N:1]([C@H:4]1[CH2:9][N:8]([C:10]([O:12][C:13]([CH3:16])([CH3:15])[CH3:14])=[O:11])[C@@H:7]([CH2:17][C:18]2([OH:24])[CH2:23][CH2:22][O:21][CH2:20][CH2:19]2)[CH2:6][CH2:5]1)=[N+]=[N-], predict the reaction product. The product is: [NH2:1][C@H:4]1[CH2:9][N:8]([C:10]([O:12][C:13]([CH3:15])([CH3:16])[CH3:14])=[O:11])[C@@H:7]([CH2:17][C:18]2([OH:24])[CH2:19][CH2:20][O:21][CH2:22][CH2:23]2)[CH2:6][CH2:5]1. (8) Given the reactants [NH:1]1[C:9]2[C:4](=[CH:5][CH:6]=[CH:7][C:8]=2[OH:10])[CH:3]=[CH:2]1.C(=O)([O-])[O-].[K+].[K+].I[CH2:18][CH3:19], predict the reaction product. The product is: [CH2:18]([O:10][C:8]1[CH:7]=[CH:6][CH:5]=[C:4]2[C:9]=1[NH:1][CH:2]=[CH:3]2)[CH3:19]. (9) Given the reactants [N:1]1([CH2:5][C:6]2[N:10]([CH3:11])[N:9]=[C:8]([NH2:12])[CH:7]=2)[CH2:4][CH2:3][CH2:2]1.Br[C:14]1[C:15](=[O:22])[N:16]([CH3:21])[N:17]=[C:18]([Cl:20])[CH:19]=1.C([O-])([O-])=O.[Cs+].[Cs+].C1(P(C2C=CC=CC=2)C2C3OC4C(=CC=CC=4P(C4C=CC=CC=4)C4C=CC=CC=4)C(C)(C)C=3C=CC=2)C=CC=CC=1, predict the reaction product. The product is: [N:1]1([CH2:5][C:6]2[N:10]([CH3:11])[N:9]=[C:8]([NH:12][C:14]3[C:15](=[O:22])[N:16]([CH3:21])[N:17]=[C:18]([Cl:20])[CH:19]=3)[CH:7]=2)[CH2:4][CH2:3][CH2:2]1.